Regression. Given a peptide amino acid sequence and an MHC pseudo amino acid sequence, predict their binding affinity value. This is MHC class I binding data. From a dataset of Peptide-MHC class I binding affinity with 185,985 pairs from IEDB/IMGT. (1) The peptide sequence is LYDYKENRF. The MHC is HLA-A01:01 with pseudo-sequence HLA-A01:01. The binding affinity (normalized) is 0. (2) The binding affinity (normalized) is 0.463. The MHC is H-2-Kk with pseudo-sequence H-2-Kk. The peptide sequence is AEFKYIAAV. (3) The peptide sequence is LLYAAEMVEY. The binding affinity (normalized) is 0.495. The MHC is HLA-A31:01 with pseudo-sequence HLA-A31:01.